Dataset: Forward reaction prediction with 1.9M reactions from USPTO patents (1976-2016). Task: Predict the product of the given reaction. (1) Given the reactants [CH3:1][O:2][C:3]1[CH:9]=[CH:8][C:6]([NH2:7])=[C:5]([CH3:10])[CH:4]=1.[Br:11]Br, predict the reaction product. The product is: [BrH:11].[Br:11][C:8]1[CH:9]=[C:3]([O:2][CH3:1])[CH:4]=[C:5]([CH3:10])[C:6]=1[NH2:7]. (2) Given the reactants CCN(C(C)C)C(C)C.[C:10](Cl)(=[O:13])[CH2:11][CH3:12].Cl.[NH2:16][CH2:17][C:18]1[CH:23]=[CH:22][C:21]([C:24]([N:26]2[CH2:35][C:34]3[CH:33]=[N:32][N:31]([CH3:36])[C:30]=3[NH:29][C:28]3[CH:37]=[C:38]([Cl:41])[CH:39]=[CH:40][C:27]2=3)=[O:25])=[CH:20][C:19]=1[F:42].C1C(N=NC2C(=O)N(C3C=CC(S([O-])(=O)=O)=CC=3)N=C2C([O-])=O)=CC=C(S([O-])(=O)=O)C=1.[Na+].[Na+].[Na+], predict the reaction product. The product is: [Cl:41][C:38]1[CH:39]=[CH:40][C:27]2[N:26]([C:24]([C:21]3[CH:22]=[CH:23][C:18]([CH2:17][NH:16][C:10](=[O:13])[CH2:11][CH3:12])=[C:19]([F:42])[CH:20]=3)=[O:25])[CH2:35][C:34]3[CH:33]=[N:32][N:31]([CH3:36])[C:30]=3[NH:29][C:28]=2[CH:37]=1. (3) Given the reactants [C:1]([C:3]1[CH:4]=[C:5]2[C:9](=[CH:10][CH:11]=1)[N:8]([CH2:12][CH:13]1[CH2:18][CH2:17][N:16]([C:19](=[O:28])[CH2:20][CH2:21][C:22]3[CH:27]=[CH:26][CH:25]=[CH:24][CH:23]=3)[CH2:15][CH2:14]1)[CH:7]=[CH:6]2)#[CH:2].O=C1O[C@H]([C@H](CO)O)C([O-])=C1O.[Na+].[N-:42]=[N+:43]=[N-:44].[Na+].C(OCC)(=O)C, predict the reaction product. The product is: [NH:42]1[CH:2]=[C:1]([C:3]2[CH:4]=[C:5]3[C:9](=[CH:10][CH:11]=2)[N:8]([CH2:12][CH:13]2[CH2:18][CH2:17][N:16]([C:19](=[O:28])[CH2:20][CH2:21][C:22]4[CH:23]=[CH:24][CH:25]=[CH:26][CH:27]=4)[CH2:15][CH2:14]2)[CH:7]=[CH:6]3)[N:44]=[N:43]1. (4) Given the reactants [CH:1]([C:5]1[CH:10]=[C:9]([CH3:11])[NH:8][C:7](=[O:12])[C:6]=1[C:13]#[N:14])([CH2:3][CH3:4])[CH3:2].N, predict the reaction product. The product is: [CH:1]([C:5]1[CH:10]=[C:9]([CH3:11])[NH:8][C:7](=[O:12])[C:6]=1[CH2:13][NH2:14])([CH2:3][CH3:4])[CH3:2].